Dataset: Catalyst prediction with 721,799 reactions and 888 catalyst types from USPTO. Task: Predict which catalyst facilitates the given reaction. Reactant: O.[OH-].[Li+].O.C([O:7][C:8]([C:10]1[CH:11]=[N:12][N:13]([C:15]2[NH:24][C:23](=[O:25])[C:22]3[C:17](=[CH:18][C:19]4[O:29][CH2:28][CH2:27][O:26][C:20]=4[CH:21]=3)[N:16]=2)[CH:14]=1)=[O:9])C. Product: [O:25]=[C:23]1[C:22]2[C:17](=[CH:18][C:19]3[O:29][CH2:28][CH2:27][O:26][C:20]=3[CH:21]=2)[N:16]=[C:15]([N:13]2[CH:14]=[C:10]([C:8]([OH:9])=[O:7])[CH:11]=[N:12]2)[NH:24]1. The catalyst class is: 1.